This data is from Forward reaction prediction with 1.9M reactions from USPTO patents (1976-2016). The task is: Predict the product of the given reaction. (1) Given the reactants Br[CH2:2][CH:3]1[CH2:5][CH2:4]1.[OH:6][C:7]1[CH:12]=[C:11]([CH3:13])[CH:10]=[C:9]([OH:14])[C:8]=1[C:15](=[O:17])[CH3:16].C(=O)([O-])[O-].[K+].[K+].[I-].[K+], predict the reaction product. The product is: [CH:5]1([CH2:4][O:6][C:7]2[CH:12]=[C:11]([CH3:13])[CH:10]=[C:9]([OH:14])[C:8]=2[C:15](=[O:17])[CH3:16])[CH2:3][CH2:2]1. (2) The product is: [N:1]([CH2:6][C:7]1[CH:16]=[CH:15][C:10]([C:11]([O:13][CH3:14])=[O:12])=[CH:9][CH:8]=1)=[N+:2]=[N-:3]. Given the reactants [N-:1]=[N+:2]=[N-:3].[Na+].Br[CH2:6][C:7]1[CH:16]=[CH:15][C:10]([C:11]([O:13][CH3:14])=[O:12])=[CH:9][CH:8]=1, predict the reaction product.